Dataset: Full USPTO retrosynthesis dataset with 1.9M reactions from patents (1976-2016). Task: Predict the reactants needed to synthesize the given product. (1) The reactants are: [Cl:1][C:2]1[CH:3]=[C:4]2[C:9](=[O:10])[O:8][C:6](=O)[C:5]2=[CH:11][CH:12]=1.[CH3:13][O:14][C:15]1[CH:21]=[C:20]([Cl:22])[CH:19]=[CH:18][C:16]=1[NH2:17]. Given the product [Cl:22][C:20]1[CH:19]=[CH:18][C:16]([N:17]2[C:9](=[O:10])[C:4]3=[CH:3][C:2]([Cl:1])=[CH:12][CH:11]=[C:5]3[C:6]2=[O:8])=[C:15]([O:14][CH3:13])[CH:21]=1, predict the reactants needed to synthesize it. (2) Given the product [C:1]([O:5][C:6]([NH:8][C@H:9]([C:22]([NH:64][C@H:65]([C:67]([O:69][CH2:70][CH2:71][O:72][C:73]1[CH:78]=[CH:77][C:76]([C:79]2[C:84]([C:85]#[N:86])=[C:83]([N:87]3[CH2:88][CH2:89][CH2:90][CH2:91]3)[N:82]=[C:81]([S:92][CH2:93][C:94]3[N:95]=[C:96]([C:99]4[CH:100]=[CH:101][C:102]([Cl:105])=[CH:103][CH:104]=4)[S:97][CH:98]=3)[C:80]=2[C:106]#[N:107])=[CH:75][CH:74]=1)=[O:68])[CH3:66])=[O:24])[CH2:10][CH2:11][CH2:12][CH2:13][NH:14][C:15]([O:17][C:18]([CH3:19])([CH3:20])[CH3:21])=[O:16])=[O:7])([CH3:2])([CH3:3])[CH3:4], predict the reactants needed to synthesize it. The reactants are: [C:1]([O:5][C:6]([NH:8][C@H:9]([C:22]([OH:24])=O)[CH2:10][CH2:11][CH2:12][CH2:13][NH:14][C:15]([O:17][C:18]([CH3:21])([CH3:20])[CH3:19])=[O:16])=[O:7])([CH3:4])([CH3:3])[CH3:2].O.ON1C2C=CC=CC=2N=N1.Cl.CN(C)CCCN=C=NCC.C(N(CC)C(C)C)(C)C.FC(F)(F)C(O)=O.[NH2:64][C@H:65]([C:67]([O:69][CH2:70][CH2:71][O:72][C:73]1[CH:78]=[CH:77][C:76]([C:79]2[C:84]([C:85]#[N:86])=[C:83]([N:87]3[CH2:91][CH2:90][CH2:89][CH2:88]3)[N:82]=[C:81]([S:92][CH2:93][C:94]3[N:95]=[C:96]([C:99]4[CH:104]=[CH:103][C:102]([Cl:105])=[CH:101][CH:100]=4)[S:97][CH:98]=3)[C:80]=2[C:106]#[N:107])=[CH:75][CH:74]=1)=[O:68])[CH3:66]. (3) Given the product [F:18][CH2:17][CH2:16][O:15][CH2:14][CH2:13][O:12][CH2:11][CH2:10][O:8][C:5]1[CH:6]=[CH:7][C:2]([I:1])=[CH:3][CH:4]=1, predict the reactants needed to synthesize it. The reactants are: [I:1][C:2]1[CH:7]=[CH:6][C:5]([OH:8])=[CH:4][CH:3]=1.Cl[CH2:10][CH2:11][O:12][CH2:13][CH2:14][O:15][CH2:16][CH2:17][F:18].C(=O)([O-])[O-].[K+].[K+].CN(C=O)C.